From a dataset of Peptide-MHC class I binding affinity with 185,985 pairs from IEDB/IMGT. Regression. Given a peptide amino acid sequence and an MHC pseudo amino acid sequence, predict their binding affinity value. This is MHC class I binding data. (1) The peptide sequence is CSRVIFPLQEG. The MHC is Mamu-A01 with pseudo-sequence Mamu-A01. The binding affinity (normalized) is 0.708. (2) The peptide sequence is PAASAIFDV. The MHC is HLA-A03:01 with pseudo-sequence HLA-A03:01. The binding affinity (normalized) is 0.0847. (3) The peptide sequence is LLKYAGLTI. The MHC is HLA-A02:01 with pseudo-sequence HLA-A02:01. The binding affinity (normalized) is 0.234. (4) The peptide sequence is TQIQTRRSF. The MHC is HLA-A31:01 with pseudo-sequence HLA-A31:01. The binding affinity (normalized) is 0.0847. (5) The peptide sequence is FLAIPPTAGI. The MHC is HLA-A02:17 with pseudo-sequence HLA-A02:17. The binding affinity (normalized) is 0.867.